From a dataset of Retrosynthesis with 50K atom-mapped reactions and 10 reaction types from USPTO. Predict the reactants needed to synthesize the given product. (1) Given the product C[C@@H](O)C(=O)N1CC2CC(c3ccc4c(n3)N(C)S(=O)(=O)N4CC3CC3(F)F)CC2C1, predict the reactants needed to synthesize it. The reactants are: CN1c2nc(C3CC4CNCC4C3)ccc2N(CC2CC2(F)F)S1(=O)=O.C[C@@H](O)C(=O)O. (2) Given the product CC(C)(C)SSC[C@@H](NC(=O)[C@@H](N)Cc1c[nH]c2ccccc12)C(=O)O, predict the reactants needed to synthesize it. The reactants are: CC(C)(C)SSC[C@@H](NC(=O)[C@H](Cc1c[nH]c2ccccc12)NC(=O)OCC1c2ccccc2-c2ccccc21)C(=O)O. (3) Given the product CC(C)(C)OC(=O)N1CC[C@H](NC(=O)C2CC2)C1, predict the reactants needed to synthesize it. The reactants are: CC(C)(C)OC(=O)N1CC[C@H](N)C1.O=C(O)C1CC1. (4) Given the product Clc1cc(N2CCCC2)nc(NC2CCCC2)n1, predict the reactants needed to synthesize it. The reactants are: C1CCNC1.Clc1cc(Cl)nc(NC2CCCC2)n1. (5) The reactants are: Nc1ccccc1.O=C1CN2CCC1CC2. Given the product c1ccc(NC2CN3CCC2CC3)cc1, predict the reactants needed to synthesize it. (6) Given the product CC(C)OC(=O)N1CCC([C@H](C)Oc2ccc(-c3cnc(N4C[C@H](NC(=O)OC(C)(C)C)[C@@H](N5CCCCC5=O)C4)nc3)cn2)CC1, predict the reactants needed to synthesize it. The reactants are: CC(C)(C)OC(=O)N[C@H]1CN(c2ncc(Br)cn2)C[C@@H]1N1CCCCC1=O.CC(C)OC(=O)N1CCC(C(C)Oc2ccc(B3OC(C)(C)C(C)(C)O3)cn2)CC1. (7) Given the product Clc1ccc2[nH]c3c(c2c1)CN(CCCc1ccccn1)CC3, predict the reactants needed to synthesize it. The reactants are: BrCCCc1ccccn1.Clc1ccc2[nH]c3c(c2c1)CNCC3. (8) Given the product Cc1cc(Nc2ccn[nH]2)nc(N2C[C@@H](C(=O)O)C[C@@H](NC(=O)OC(C)(C)C)C2)c1, predict the reactants needed to synthesize it. The reactants are: COC(=O)[C@H]1C[C@@H](NC(=O)OC(C)(C)C)CN(c2cc(C)cc(Nc3ccn[nH]3)n2)C1.